The task is: Predict the reaction yield, written as a fraction of the theoretical maximum amount of product (1.0 means a 100% yield; for example, 0.34 means a 34% yield).. This data is from Reaction yield outcomes from USPTO patents with 853,638 reactions. (1) The reactants are [Br:1][C:2]1[C:3](=[O:10])[N:4]([CH3:9])[C:5](Cl)=[N:6][CH:7]=1.N#N.[Br-].[CH2:14]([Zn+])[C:15]1[CH:20]=[CH:19][CH:18]=[CH:17][CH:16]=1. The catalyst is C1COCC1.Cl[Pd](Cl)([P](C1C=CC=CC=1)(C1C=CC=CC=1)C1C=CC=CC=1)[P](C1C=CC=CC=1)(C1C=CC=CC=1)C1C=CC=CC=1. The product is [CH2:14]([C:5]1[N:4]([CH3:9])[C:3](=[O:10])[C:2]([Br:1])=[CH:7][N:6]=1)[C:15]1[CH:20]=[CH:19][CH:18]=[CH:17][CH:16]=1. The yield is 0.540. (2) The reactants are O.C(=O)([O-])[O-].[Na+].[Na+].O.CC1(C)C(C)(C)OB([C:17]2[CH:29]=[CH:28][C:20]3[N:21]=[C:22]([NH:24][C:25](=[O:27])[CH3:26])[S:23][C:19]=3[CH:18]=2)O1.Br[C:32]1[CH:33]=[C:34]([O:38][CH2:39][CH2:40][NH:41][C:42](=[O:46])[CH2:43][O:44][CH3:45])[CH:35]=[N:36][CH:37]=1. The catalyst is [Pd].C1COCC1. The product is [C:25]([NH:24][C:22]1[S:23][C:19]2[CH:18]=[C:17]([C:32]3[CH:33]=[C:34]([O:38][CH2:39][CH2:40][NH:41][C:42](=[O:46])[CH2:43][O:44][CH3:45])[CH:35]=[N:36][CH:37]=3)[CH:29]=[CH:28][C:20]=2[N:21]=1)(=[O:27])[CH3:26]. The yield is 0.260. (3) The reactants are [F:1][C:2]1[CH:7]=[CH:6][C:5]([CH:8]2[C:12]3[C:13]([CH3:20])=[C:14]([NH2:19])[C:15]([CH3:18])=[C:16]([CH3:17])[C:11]=3[O:10][C:9]2([CH3:22])[CH3:21])=[CH:4][CH:3]=1.[CH3:23][O:24][C:25]1[CH:33]=[CH:32][C:28]([C:29](Cl)=[O:30])=[CH:27][CH:26]=1. The catalyst is C(OCC)(=O)C.CCCCCC. The product is [F:1][C:2]1[CH:7]=[CH:6][C:5]([CH:8]2[C:12]3[C:13]([CH3:20])=[C:14]([NH:19][C:29](=[O:30])[C:28]4[CH:32]=[CH:33][C:25]([O:24][CH3:23])=[CH:26][CH:27]=4)[C:15]([CH3:18])=[C:16]([CH3:17])[C:11]=3[O:10][C:9]2([CH3:22])[CH3:21])=[CH:4][CH:3]=1. The yield is 0.790. (4) The reactants are [H-].[Al+3].[Li+].[H-].[H-].[H-].[OH:7][C:8]1([CH:19]=[CH2:20])[CH2:13][CH2:12][CH:11]([C:14](OCC)=[O:15])[CH2:10][CH2:9]1. The catalyst is O1CCCC1. The product is [OH:15][CH2:14][CH:11]1[CH2:12][CH2:13][C:8]([CH:19]=[CH2:20])([OH:7])[CH2:9][CH2:10]1. The yield is 0.710. (5) The reactants are [Mg].Br[CH2:3][CH2:4][C:5]([F:8])([F:7])[F:6].CON(C)[C:12]([C:14]1[N:15]=[CH:16][O:17][CH:18]=1)=[O:13]. The catalyst is C1COCC1.BrCCBr. The product is [F:6][C:5]([F:8])([F:7])[CH2:4][CH2:3][C:12]([C:14]1[N:15]=[CH:16][O:17][CH:18]=1)=[O:13]. The yield is 0.890. (6) The reactants are [C:1]([O:5][C:6]([NH:8][CH:9]([CH3:13])[C:10]([OH:12])=O)=[O:7])([CH3:4])([CH3:3])[CH3:2].C1C=CC2N(O)N=NC=2C=1.CN1C(=O)CCC1.CCN=C=NCCCN(C)C.[NH:42]1[CH2:47][CH2:46][S:45][CH2:44][CH2:43]1. The catalyst is C(Cl)Cl. The product is [C:1]([O:5][C:6](=[O:7])[NH:8][CH:9]([CH3:13])[C:10](=[O:12])[N:42]1[CH2:47][CH2:46][S:45][CH2:44][CH2:43]1)([CH3:2])([CH3:3])[CH3:4]. The yield is 0.980. (7) The reactants are [H-].[Na+].[NH:3]1[CH:7]=[CH:6][CH:5]=[N:4]1.[Br:8][C:9]1[CH:10]=[C:11](F)[C:12]([N+:16]([O-:18])=[O:17])=[C:13]([F:15])[CH:14]=1. The catalyst is C1COCC1. The product is [Br:8][C:9]1[CH:14]=[C:13]([F:15])[C:12]([N+:16]([O-:18])=[O:17])=[C:11]([N:3]2[CH:7]=[CH:6][CH:5]=[N:4]2)[CH:10]=1. The yield is 0.860. (8) The reactants are C(N(CC([O-])=O)CC(O)=O)CN(CC([O-])=O)CC(O)=[O:6].[Na+].[Na+].[C:23]1(/[CH:29]=[CH:30]/[C:31]2[CH:36]=[CH:35][CH:34]=[CH:33][CH:32]=2)[CH:28]=[CH:27][CH:26]=[CH:25][CH:24]=1.OOS([O-])=O.[K+].C(=O)(O)[O-].[Na+]. The catalyst is S([O-])(O)(=O)=O.C([N+](CCCC)(CCCC)CCCC)CCC.C(#N)C.O. The product is [CH:26]1[CH:25]=[CH:24][C:23]([C@H:29]2[O:6][C@@H:30]2[C:31]2[CH:32]=[CH:33][CH:34]=[CH:35][CH:36]=2)=[CH:28][CH:27]=1. The yield is 0.730.